Dataset: Catalyst prediction with 721,799 reactions and 888 catalyst types from USPTO. Task: Predict which catalyst facilitates the given reaction. (1) Reactant: [F:1][C:2]1[CH:3]=[C:4]2[C:9](=[CH:10][CH:11]=1)[C:8](=[O:12])[NH:7][CH2:6][CH2:5]2.ClC1C(=O)C(C#N)=C(C#N)C(=O)C=1Cl. Product: [F:1][C:2]1[CH:3]=[C:4]2[C:9](=[CH:10][CH:11]=1)[C:8](=[O:12])[NH:7][CH:6]=[CH:5]2. The catalyst class is: 12. (2) Reactant: [CH2:1]([N:8]1[C:12](=O)[C@H:11]([OH:14])[C@@H:10]([OH:15])[C:9]1=O)[C:2]1[CH:7]=[CH:6][CH:5]=[CH:4][CH:3]=1.[H-].[H-].[H-].[H-].[Li+].[Al+3]. Product: [CH2:1]([N:8]1[CH2:12][C@H:11]([OH:14])[C@@H:10]([OH:15])[CH2:9]1)[C:2]1[CH:3]=[CH:4][CH:5]=[CH:6][CH:7]=1. The catalyst class is: 1. (3) Reactant: C12([C:11]3[CH:30]=[CH:29][C:14]([O:15][CH2:16][C:17]4[NH:21][C:20]5[CH:22]=[CH:23][C:24]([C:26]([OH:28])=O)=[CH:25][C:19]=5[N:18]=4)=[CH:13][CH:12]=3)CC3CC(CC(C3)C1)C2.[CH3:31][NH:32][CH3:33].[CH2:34](Cl)CCl.[CH:38]1[CH:39]=[CH:40][C:41]2N(O)N=N[C:42]=2[CH:43]=1.CCN([CH:54]([CH3:56])[CH3:55])C(C)C. Product: [CH3:31][N:32]([CH3:33])[C:26]([C:24]1[CH:23]=[CH:22][C:20]2[N:21]=[C:17]([CH2:16][O:15][C:14]3[CH:29]=[CH:30][C:11]([C:43]45[CH2:42][CH:41]6[CH2:55][CH:54]([CH2:56][CH:39]([CH2:40]6)[CH2:38]4)[CH2:34]5)=[CH:12][CH:13]=3)[NH:18][C:19]=2[CH:25]=1)=[O:28]. The catalyst class is: 3. (4) Reactant: [CH:1]([C:3]1[C:11]2[CH:10]=[CH:9][CH:8]=[CH:7][C:6]=2[N:5]2[CH2:12][CH2:13][N:14]([C:17]([O:19][C:20]([CH3:23])([CH3:22])[CH3:21])=[O:18])[CH2:15][CH2:16][C:4]=12)=O.C([O-])(=O)C.[NH4+].[N+:29]([CH3:32])([O-:31])=[O:30]. Product: [N+:29](/[CH:32]=[CH:1]/[C:3]1[C:11]2[CH:10]=[CH:9][CH:8]=[CH:7][C:6]=2[N:5]2[CH2:12][CH2:13][N:14]([C:17]([O:19][C:20]([CH3:23])([CH3:22])[CH3:21])=[O:18])[CH2:15][CH2:16][C:4]=12)([O-:31])=[O:30]. The catalyst class is: 6. (5) Reactant: [CH2:1]([O:3][C:4](=O)[C:5]1[CH:10]=[CH:9][C:8]([C:11]#[C:12]C2C=C3C(=CC=2)N(C2CC2)CCC3(C)C)=[CH:7][CH:6]=1)C.[CH3:29][O:30][C:31](=[O:40])[CH2:32][C:33]1[CH:38]=[CH:37][C:36](I)=[CH:35][CH:34]=1.[CH2:41](N(CC)CC)[CH3:42]. Product: [CH3:1][O:3][C:4]1([C:5]2[CH:6]=[CH:7][C:8]([C:11]#[C:12][C:36]3[CH:37]=[CH:38][C:33]([CH2:32][C:31]([O:30][CH3:29])=[O:40])=[CH:34][CH:35]=3)=[CH:9][CH:10]=2)[CH2:42][CH2:41]1. The catalyst class is: 724.